The task is: Predict the product of the given reaction.. This data is from Forward reaction prediction with 1.9M reactions from USPTO patents (1976-2016). (1) Given the reactants [CH3:1][C:2]1[CH:7]=[CH:6][C:5]([CH3:8])=[CH:4][C:3]=1[O:9][CH2:10][CH2:11][CH2:12][CH2:13][CH2:14][CH3:15].[Br:16]Br.O, predict the reaction product. The product is: [Br:16][C:6]1[C:5]([CH3:8])=[CH:4][C:3]([O:9][CH2:10][CH2:11][CH2:12][CH2:13][CH2:14][CH3:15])=[C:2]([CH3:1])[CH:7]=1. (2) The product is: [C:7]([O:11][C:12]([N:14]1[CH2:15][CH2:16][CH:17]([C:20]2[C:29]3[C:24](=[CH:25][C:26]([O:42][CH2:41][CH2:40][CH2:39][N:36]4[CH2:35][CH2:34][N:33]([CH3:32])[CH2:38][CH2:37]4)=[C:27]([F:30])[CH:28]=3)[N:23]=[CH:22][N:21]=2)[CH2:18][CH2:19]1)=[O:13])([CH3:9])([CH3:8])[CH3:10]. Given the reactants CC([O-])(C)C.[K+].[C:7]([O:11][C:12]([N:14]1[CH2:19][CH2:18][CH:17]([C:20]2[C:29]3[C:24](=[CH:25][C:26](F)=[C:27]([F:30])[CH:28]=3)[N:23]=[CH:22][N:21]=2)[CH2:16][CH2:15]1)=[O:13])([CH3:10])([CH3:9])[CH3:8].[CH3:32][N:33]1[CH2:38][CH2:37][N:36]([CH2:39][CH2:40][CH2:41][OH:42])[CH2:35][CH2:34]1, predict the reaction product. (3) Given the reactants [O:1]([C:8]1[CH:23]=[CH:22][C:11]([O:12][C:13]2[C:14]3[NH:21][CH:20]=[CH:19][C:15]=3[N:16]=[CH:17][N:18]=2)=[CH:10][CH:9]=1)[C:2]1[CH:7]=[CH:6][CH:5]=[CH:4][CH:3]=1.O[CH:25]1[CH2:28][N:27]([C:29]([O:31][C:32]([CH3:35])([CH3:34])[CH3:33])=[O:30])[CH2:26]1.C1(P(C2C=CC=CC=2)C2C=CC=CC=2)C=CC=CC=1.N(C(OC(C)C)=O)=NC(OC(C)C)=O, predict the reaction product. The product is: [O:1]([C:8]1[CH:23]=[CH:22][C:11]([O:12][C:13]2[C:14]3[N:21]([CH:25]4[CH2:26][N:27]([C:29]([O:31][C:32]([CH3:35])([CH3:34])[CH3:33])=[O:30])[CH2:28]4)[CH:20]=[CH:19][C:15]=3[N:16]=[CH:17][N:18]=2)=[CH:10][CH:9]=1)[C:2]1[CH:7]=[CH:6][CH:5]=[CH:4][CH:3]=1.